This data is from Full USPTO retrosynthesis dataset with 1.9M reactions from patents (1976-2016). The task is: Predict the reactants needed to synthesize the given product. (1) The reactants are: C([NH:8][CH:9]1[CH2:15][CH2:14][CH2:13][C:12]2[CH:16]=[CH:17][C:18]([O:20][CH3:21])=[CH:19][C:11]=2[CH2:10]1)C1C=CC=CC=1.[H][H]. Given the product [CH3:21][O:20][C:18]1[CH:17]=[CH:16][C:12]2[CH2:13][CH2:14][CH2:15][CH:9]([NH2:8])[CH2:10][C:11]=2[CH:19]=1, predict the reactants needed to synthesize it. (2) Given the product [C:26]([O:25][CH:19]([C:8]1[C:7]([CH3:30])=[CH:6][C:5]2[C:10](=[CH:11][C:2]([C:32]#[C:31][CH:33]3[CH2:37][CH2:36][CH2:35][CH2:34]3)=[CH:3][CH:4]=2)[C:9]=1[C:12]1[CH:17]=[CH:16][C:15]([Cl:18])=[CH:14][CH:13]=1)[C:20]([OH:22])=[O:21])([CH3:27])([CH3:29])[CH3:28], predict the reactants needed to synthesize it. The reactants are: Br[C:2]1[CH:11]=[C:10]2[C:5]([CH:6]=[C:7]([CH3:30])[C:8]([CH:19]([O:25][C:26]([CH3:29])([CH3:28])[CH3:27])[C:20]([O:22]CC)=[O:21])=[C:9]2[C:12]2[CH:17]=[CH:16][C:15]([Cl:18])=[CH:14][CH:13]=2)=[CH:4][CH:3]=1.[C:31]([CH:33]1[CH2:37][CH2:36][CH2:35][CH2:34]1)#[CH:32]. (3) Given the product [Cl:9][C:10]1[CH:15]=[CH:14][CH:13]=[C:12]2[C:11]=1[CH2:16][CH2:17][C:18]2=[O:19], predict the reactants needed to synthesize it. The reactants are: S(Cl)(Cl)=O.[Al+3].[Cl-].[Cl-].[Cl-].[Cl:9][C:10]1[CH:15]=[CH:14][CH:13]=[CH:12][C:11]=1[CH2:16][CH2:17][C:18](Cl)=[O:19]. (4) Given the product [C:22]([O:10][C:9]1[CH:11]=[CH:12][C:4](/[CH:3]=[CH:2]/[C:1]([OH:14])=[O:13])=[CH:5][C:6]=1[O:7][CH3:8])(=[O:24])[CH3:23], predict the reactants needed to synthesize it. The reactants are: [C:1]([OH:14])(=[O:13])/[CH:2]=[CH:3]/[C:4]1[CH:12]=[CH:11][C:9]([OH:10])=[C:6]([O:7][CH3:8])[CH:5]=1.C(N(CC)CC)C.[C:22](OC(=O)C)(=[O:24])[CH3:23].Cl.